From a dataset of Forward reaction prediction with 1.9M reactions from USPTO patents (1976-2016). Predict the product of the given reaction. (1) Given the reactants [CH2:1](Br)[C:2]1[CH:7]=[CH:6][CH:5]=[CH:4][CH:3]=1.[C:9]([O-:12])([O-])=O.[K+].[K+].[C:15]1([CH:23]=[CH:22][CH:21]=[C:19]([OH:20])[C:17]=1O)[OH:16], predict the reaction product. The product is: [CH2:1]([O:20][C:19]1[CH:21]=[CH:22][CH:23]=[C:15]([O:16][CH2:1][C:2]2[CH:7]=[CH:6][CH:5]=[CH:4][CH:3]=2)[C:17]=1[O:12][CH2:9][C:2]1[CH:7]=[CH:6][CH:5]=[CH:4][CH:3]=1)[C:2]1[CH:7]=[CH:6][CH:5]=[CH:4][CH:3]=1. (2) Given the reactants [CH:1]1[CH2:6][CH2:5][CH2:4][CH:3]([C:7]2[C:15](=O)[N:14]3[C:10]([NH:11][C:12]4[CH:20]=[CH:19][CH:18]=[CH:17][C:13]=43)=[C:9]([C:21]#[N:22])[C:8]=2[CH3:23])[CH:2]=1.P(Cl)(Cl)([Cl:26])=O, predict the reaction product. The product is: [Cl:26][C:15]1[N:14]2[C:10](=[N:11][C:12]3[CH:20]=[CH:19][CH:18]=[CH:17][C:13]=32)[C:9]([C:21]#[N:22])=[C:8]([CH3:23])[C:7]=1[CH:3]1[CH2:4][CH2:5][CH2:6][CH:1]=[CH:2]1. (3) Given the reactants [BH4-:1].[Na+:2].[CH2:3]([NH:10][C:11]1[CH2:16][CH2:15][C:14]([F:18])([F:17])[CH2:13][C:12]=1[C:19]([O:21][CH2:22][CH3:23])=[O:20])[C:4]1[CH:9]=[CH:8][CH:7]=[CH:6][CH:5]=1.[CH3:24][C:25]([OH:27])=[O:26], predict the reaction product. The product is: [BH-:1]([O:21][C:19]([CH3:12])=[O:20])([O:21][C:19]([CH3:12])=[O:20])[O:26][C:25]([CH3:24])=[O:27].[Na+:2].[CH2:3]([NH:10][CH:11]1[CH2:16][CH2:15][C:14]([F:17])([F:18])[CH2:13][CH:12]1[C:19]([O:21][CH2:22][CH3:23])=[O:20])[C:4]1[CH:5]=[CH:6][CH:7]=[CH:8][CH:9]=1. (4) Given the reactants [Li][CH2:2][CH2:3][CH2:4]C.C[Si](C)(C)N[Si](C)(C)C.[C:15]([O:18][CH2:19][C@H:20]1[C@H:24]([C:25]2[C:30]([O:31][CH3:32])=[CH:29][C:28]([O:33][CH3:34])=[C:27]([C:35](=[O:37])[CH3:36])[C:26]=2[O:38]C(=O)C2C=CC=C(Cl)C=2)[CH2:23][CH2:22][N:21]1[CH3:48])(=[O:17])[CH3:16].[ClH:49].C(=O)(O)[O-].[Na+].[CH2:55]1[CH2:59][O:58][CH2:57][CH2:56]1, predict the reaction product. The product is: [Cl:49][C:3]1[CH:4]=[C:55]([C:59](=[O:58])[CH2:36][C:35]([C:27]2[C:26]([OH:38])=[C:25]([CH:24]3[CH2:23][CH2:22][N:21]([CH3:48])[CH:20]3[CH2:19][O:18][C:15](=[O:17])[CH3:16])[C:30]([O:31][CH3:32])=[CH:29][C:28]=2[O:33][CH3:34])=[O:37])[CH:56]=[CH:57][CH:2]=1. (5) Given the reactants C([O:5][C:6](=[O:35])[C@@H:7]([NH:12][C:13]([C:15]1[CH:34]=[CH:33][C:18]2[N:19]([CH:28]([CH2:31][CH3:32])[CH2:29][CH3:30])[C:20]([CH2:22][CH:23]3[CH2:27][CH2:26][CH2:25][O:24]3)=[N:21][C:17]=2[CH:16]=1)=[O:14])[CH2:8][CH:9]([CH3:11])[CH3:10])(C)(C)C.FC(F)(F)C(O)=O, predict the reaction product. The product is: [CH2:29]([CH:28]([N:19]1[C:18]2[CH:33]=[CH:34][C:15]([C:13]([NH:12][C@@H:7]([CH2:8][CH:9]([CH3:10])[CH3:11])[C:6]([OH:35])=[O:5])=[O:14])=[CH:16][C:17]=2[N:21]=[C:20]1[CH2:22][CH:23]1[CH2:27][CH2:26][CH2:25][O:24]1)[CH2:31][CH3:32])[CH3:30]. (6) Given the reactants Br[CH2:2][C:3]1[CH:7]=[CH:6][S:5][C:4]=1[C:8]([O:10][CH3:11])=[O:9].[NH3:12], predict the reaction product. The product is: [NH2:12][CH2:2][C:3]1[CH:7]=[CH:6][S:5][C:4]=1[C:8]([O:10][CH3:11])=[O:9].